From a dataset of Reaction yield outcomes from USPTO patents with 853,638 reactions. Predict the reaction yield, written as a fraction of the theoretical maximum amount of product (1.0 means a 100% yield; for example, 0.34 means a 34% yield). (1) The reactants are [C:1]12([CH2:11][O:12][C:13]3[CH:18]=[CH:17][N:16]=[CH:15][C:14]=3[Br:19])[CH2:10][CH:5]3[CH2:6][CH:7]([CH2:9][CH:3]([CH2:4]3)[CH2:2]1)[CH2:8]2.ClC1C=C(C=CC=1)C(OO)=[O:25]. The catalyst is ClCCl. The product is [C:1]12([CH2:11][O:12][C:13]3[CH:18]=[CH:17][N+:16]([O-:25])=[CH:15][C:14]=3[Br:19])[CH2:2][CH:3]3[CH2:9][CH:7]([CH2:6][CH:5]([CH2:4]3)[CH2:10]1)[CH2:8]2. The yield is 0.940. (2) The reactants are [NH2:1][C:2]1[CH:3]=[C:4]2[C:8](=[CH:9][CH:10]=1)[NH:7][C:6]([C:11]([CH3:22])([CH3:21])[CH2:12][NH:13][C:14](=[O:20])[O:15][C:16]([CH3:19])([CH3:18])[CH3:17])=[CH:5]2.[O:23]1[C:27]2[CH:28]=[C:29]([C:32]3([C:35](O)=[O:36])[CH2:34][CH2:33]3)[CH:30]=[CH:31][C:26]=2[O:25][CH2:24]1.C(Cl)CCl.C1C=CC2N(O)N=NC=2C=1.CCN(CC)CC. The catalyst is CN(C=O)C.O. The product is [O:25]1[C:26]2[CH:31]=[CH:30][C:29]([C:32]3([C:35]([NH:1][C:2]4[CH:3]=[C:4]5[C:8](=[CH:9][CH:10]=4)[NH:7][C:6]([C:11]([CH3:22])([CH3:21])[CH2:12][NH:13][C:14](=[O:20])[O:15][C:16]([CH3:17])([CH3:19])[CH3:18])=[CH:5]5)=[O:36])[CH2:33][CH2:34]3)=[CH:28][C:27]=2[O:23][CH2:24]1. The yield is 0.940. (3) The catalyst is CN(C)C=O.C(OCC)(=O)C.O. The yield is 0.980. The product is [CH3:31][O:30][N:21]([CH3:25])[C:8]([C:7]1[C:2]([NH2:1])=[N:3][C:4]([S:11][CH2:12][CH3:13])=[N:5][CH:6]=1)=[O:10]. The reactants are [NH2:1][C:2]1[C:7]([C:8]([OH:10])=O)=[CH:6][N:5]=[C:4]([S:11][CH2:12][CH3:13])[N:3]=1.F[P-](F)(F)(F)(F)F.[N:21]1([O:30][C:31](N(C)C)=[N+](C)C)[C:25]2C=CC=CC=2N=N1.O.ON1C2C=CC=CC=2N=N1.C(N(C(C)C)CC)(C)C. (4) The reactants are [Cl:1][CH:2]([C:6]1[CH:11]=[CH:10][CH:9]=[CH:8][CH:7]=1)[C:3](Cl)=[O:4].C(N([CH2:17][CH3:18])CC)C.C[OH:20]. The catalyst is O. The product is [Cl:1][CH:2]([C:6]1[CH:11]=[CH:10][CH:9]=[CH:8][CH:7]=1)[C:3]([O:20][CH2:17][CH3:18])=[O:4]. The yield is 0.834. (5) The reactants are BrBr.[CH3:3][O:4][C:5]1[CH:10]=[CH:9][C:8]([CH:11]2[CH:16]=[CH:15][NH:14][NH:13][C:12]2=[O:17])=[CH:7][CH:6]=1.C([O-])(O)=O.[Na+]. The catalyst is CC(O)=O. The product is [CH3:3][O:4][C:5]1[CH:6]=[CH:7][C:8]([C:11]2[C:12](=[O:17])[NH:13][N:14]=[CH:15][CH:16]=2)=[CH:9][CH:10]=1. The yield is 0.740. (6) The product is [CH2:1]([O:8][C:9]1[N:19]=[C:18]([CH3:20])[CH:17]=[C:16]([O:21][CH3:22])[C:10]=1[C:11]([O:13][CH2:14][CH3:15])=[O:12])[C:2]1[CH:7]=[CH:6][CH:5]=[CH:4][CH:3]=1. The reactants are [CH2:1]([O:8][C:9]1[N:19]=[C:18]([CH3:20])[CH:17]=[C:16]([OH:21])[C:10]=1[C:11]([O:13][CH2:14][CH3:15])=[O:12])[C:2]1[CH:7]=[CH:6][CH:5]=[CH:4][CH:3]=1.[C:22](=O)([O-])[O-].[K+].[K+].IC. The catalyst is CN(C=O)C. The yield is 0.890. (7) The reactants are [H-].[Na+].[Br:3][C:4]1[C:12]2[C:7](=[CH:8][C:9]([N+:13]([O-:15])=[O:14])=[CH:10][CH:11]=2)[NH:6][CH:5]=1.[C:16]1([S:22](Cl)(=[O:24])=[O:23])[CH:21]=[CH:20][CH:19]=[CH:18][CH:17]=1. The catalyst is O1CCCC1. The product is [Br:3][C:4]1[C:12]2[C:7](=[CH:8][C:9]([N+:13]([O-:15])=[O:14])=[CH:10][CH:11]=2)[N:6]([S:22]([C:16]2[CH:21]=[CH:20][CH:19]=[CH:18][CH:17]=2)(=[O:24])=[O:23])[CH:5]=1. The yield is 0.760. (8) The product is [CH2:16]([O:6][C:7]1[CH:12]=[CH:11][C:10]([CH3:13])=[N:9][CH:8]=1)[C:17]1[CH:22]=[CH:21][CH:20]=[CH:19][CH:18]=1. The reactants are CN(C)C=O.[OH:6][C:7]1[CH:8]=[N:9][C:10]([CH3:13])=[CH:11][CH:12]=1.[H-].[Na+].[CH2:16](Br)[C:17]1[CH:22]=[CH:21][CH:20]=[CH:19][CH:18]=1. The yield is 0.660. The catalyst is O.